This data is from Peptide-MHC class I binding affinity with 185,985 pairs from IEDB/IMGT. The task is: Regression. Given a peptide amino acid sequence and an MHC pseudo amino acid sequence, predict their binding affinity value. This is MHC class I binding data. (1) The peptide sequence is LMIIPLINV. The MHC is HLA-B44:02 with pseudo-sequence HLA-B44:02. The binding affinity (normalized) is 0. (2) The peptide sequence is MVDVSMMSMY. The MHC is HLA-A68:01 with pseudo-sequence HLA-A68:01. The binding affinity (normalized) is 0.538.